This data is from Full USPTO retrosynthesis dataset with 1.9M reactions from patents (1976-2016). The task is: Predict the reactants needed to synthesize the given product. (1) Given the product [CH3:13][C:9]1([CH3:12])[CH:8]([CH3:14])[CH:7]([CH3:15])[C:6]([CH3:17])([CH3:16])[C:5]2[C:4](=[O:18])[CH2:3][CH2:2][CH2:11][C:10]1=2, predict the reactants needed to synthesize it. The reactants are: C[CH:2]1[CH2:11][C:10]2[C:9]([CH3:13])([CH3:12])[CH:8]([CH3:14])[CH:7]([CH3:15])[C:6]([CH3:17])([CH3:16])[C:5]=2[C:4](=[O:18])[CH2:3]1.CC1(C)C(C)C(C)C(C)(C)C2CC(=O)CCC1=2. (2) Given the product [CH3:12][C:8]1[CH:7]=[CH:6][C:5]2[C:10](=[CH:11][C:2]([NH:1][C:19]([C:16]3[CH:17]=[CH:18][C:13]([C:22]4[CH:23]=[CH:24][CH:25]=[CH:26][CH:27]=4)=[CH:14][CH:15]=3)=[O:20])=[CH:3][CH:4]=2)[N:9]=1, predict the reactants needed to synthesize it. The reactants are: [NH2:1][C:2]1[CH:11]=[C:10]2[C:5]([CH:6]=[CH:7][C:8]([CH3:12])=[N:9]2)=[CH:4][CH:3]=1.[C:13]1([C:22]2[CH:27]=[CH:26][CH:25]=[CH:24][CH:23]=2)[CH:18]=[CH:17][C:16]([C:19](O)=[O:20])=[CH:15][CH:14]=1. (3) Given the product [CH3:1][O:2][C:3](=[O:15])[CH2:4][C:5]1[C:13]2[C:8](=[N:9][CH:10]=[CH:11][CH:12]=2)[N:7]([C:20]2[CH:21]=[CH:22][C:17]([Cl:16])=[CH:18][CH:19]=2)[C:6]=1[CH3:14], predict the reactants needed to synthesize it. The reactants are: [CH3:1][O:2][C:3](=[O:15])[CH2:4][C:5]1[C:13]2[C:8](=[N:9][CH:10]=[CH:11][CH:12]=2)[NH:7][C:6]=1[CH3:14].[Cl:16][C:17]1[CH:22]=[CH:21][C:20](I)=[CH:19][CH:18]=1.C1(N)CCCCC1N.P([O-])([O-])([O-])=O.[K+].[K+].[K+]. (4) Given the product [CH2:1]([C@:3]1([OH:25])[CH2:8][CH2:7][CH2:6][CH2:5][C@H:4]1[N:9]1[C:13]([C:14]2[CH:19]=[CH:18][CH:17]=[CH:16][CH:15]=2)=[C:12]([C:20]([OH:22])=[O:21])[N:11]=[CH:10]1)[CH3:2], predict the reactants needed to synthesize it. The reactants are: [CH2:1]([C@:3]1([OH:25])[CH2:8][CH2:7][CH2:6][CH2:5][C@H:4]1[N:9]1[C:13]([C:14]2[CH:19]=[CH:18][CH:17]=[CH:16][CH:15]=2)=[C:12]([C:20]([O:22]CC)=[O:21])[N:11]=[CH:10]1)[CH3:2].[OH-].[Na+].Cl. (5) Given the product [F:1][C:2]1[C:3]([F:13])=[C:4]([F:12])[C:5]2[S:9][C:8](=[N:10][C:19](=[O:20])[C:18]3[CH:22]=[CH:23][C:15]([F:14])=[C:16]([C:24]([F:27])([F:26])[F:25])[CH:17]=3)[N:7]([CH:29]([CH2:34][CH3:35])[C:30]([OH:32])=[O:31])[C:6]=2[CH:11]=1, predict the reactants needed to synthesize it. The reactants are: [F:1][C:2]1[C:3]([F:13])=[C:4]([F:12])[C:5]2[S:9][C:8]([NH2:10])=[N:7][C:6]=2[CH:11]=1.[F:14][C:15]1[CH:23]=[CH:22][C:18]([C:19](Cl)=[O:20])=[CH:17][C:16]=1[C:24]([F:27])([F:26])[F:25].Br[CH:29]([CH2:34][CH3:35])[C:30]([O:32]C)=[O:31].COC1C=CC2N=C(N)SC=2C=1.ClC1C=C(C=CC=1)C(Cl)=O.BrCC(OCC)=O. (6) Given the product [C:1]([NH:4][C:5]1[CH:6]=[C:12]([C:14]([CH3:16])([CH3:17])[CH3:15])[O:13][C:9]2[C:10]=1[C:11]([C:23]1[CH:28]=[CH:27][CH:26]=[CH:25][CH:24]=1)=[CH:7][C:8]=2[C:18]([O:20][CH3:21])=[O:19])(=[O:3])[CH3:2], predict the reactants needed to synthesize it. The reactants are: [C:1]([NH:4][C:5]1[C:10]2[CH:11]=[C:12]([C:14]([CH3:17])([CH3:16])[CH3:15])[O:13][C:9]=2[C:8]([C:18]([O:20][CH3:21])=[O:19])=[CH:7][C:6]=1Br)(=[O:3])[CH3:2].[C:23]1(B(O)O)[CH:28]=[CH:27][CH:26]=[CH:25][CH:24]=1.C(=O)([O-])[O-].[Cs+].[Cs+]. (7) Given the product [CH3:1][N:2]([CH3:15])[C:3]1[CH2:7][O:6][C:5](=[O:8])[CH:4]=1, predict the reactants needed to synthesize it. The reactants are: [CH3:1][NH:2][C:3]1[CH2:7][O:6][C:5](=[O:8])[CH:4]=1.[OH-].[Na+].S(OC)(O[CH3:15])(=O)=O.